Dataset: Peptide-MHC class I binding affinity with 185,985 pairs from IEDB/IMGT. Task: Regression. Given a peptide amino acid sequence and an MHC pseudo amino acid sequence, predict their binding affinity value. This is MHC class I binding data. (1) The MHC is HLA-A02:03 with pseudo-sequence HLA-A02:03. The binding affinity (normalized) is 0.148. The peptide sequence is LLDEPLSPDT. (2) The peptide sequence is TSTLQEQIAW. The MHC is HLA-A33:01 with pseudo-sequence HLA-A33:01. The binding affinity (normalized) is 0. (3) The peptide sequence is YMLMGFQLK. The MHC is HLA-A31:01 with pseudo-sequence HLA-A31:01. The binding affinity (normalized) is 0.0847. (4) The peptide sequence is AISRLRTQK. The binding affinity (normalized) is 0.0847. The MHC is HLA-B08:02 with pseudo-sequence HLA-B08:02. (5) The peptide sequence is ELRSLYNTV. The MHC is HLA-A68:01 with pseudo-sequence HLA-A68:01. The binding affinity (normalized) is 0. (6) The peptide sequence is KSRQGDTKV. The MHC is HLA-A02:19 with pseudo-sequence HLA-A02:19. The binding affinity (normalized) is 0.0847. (7) The peptide sequence is TAPPEDPA. The MHC is Mamu-A01 with pseudo-sequence Mamu-A01. The binding affinity (normalized) is 0.